Dataset: Catalyst prediction with 721,799 reactions and 888 catalyst types from USPTO. Task: Predict which catalyst facilitates the given reaction. (1) Product: [CH3:23][S:29]([C:3]1[N:8]=[C:7]([NH:9][CH2:10][CH2:11][OH:12])[CH:6]=[C:5]([C:13]2[CH:18]=[CH:17][CH:16]=[C:15]([C:19]([F:22])([F:20])[F:21])[CH:14]=2)[N:4]=1)(=[O:31])=[O:28]. Reactant: CS[C:3]1[N:8]=[C:7]([NH:9][CH2:10][CH2:11][OH:12])[CH:6]=[C:5]([C:13]2[CH:18]=[CH:17][CH:16]=[C:15]([C:19]([F:22])([F:21])[F:20])[CH:14]=2)[N:4]=1.[C:23](#N)C.O.O[O:28][S:29]([O-:31])=O.[K+]. The catalyst class is: 13. (2) Reactant: FC(F)(F)C(O)=O.[Cl:8][C:9]1[CH:10]=[C:11]([C:19]2[O:23][N:22]=[C:21]([C:24]3[C:25]([CH3:34])=[C:26]4[C:31](=[CH:32][CH:33]=3)[CH2:30][NH:29][CH2:28][CH2:27]4)[N:20]=2)[CH:12]=[CH:13][C:14]=1[O:15][CH:16]([CH3:18])[CH3:17].C(=O)([O-])[O-].[Cs+].[Cs+].Br[CH2:42][C:43]([O:45][CH2:46][CH3:47])=[O:44]. Product: [CH2:46]([O:45][C:43](=[O:44])[CH2:42][N:29]1[CH2:28][CH2:27][C:26]2[C:31](=[CH:32][CH:33]=[C:24]([C:21]3[N:20]=[C:19]([C:11]4[CH:12]=[CH:13][C:14]([O:15][CH:16]([CH3:18])[CH3:17])=[C:9]([Cl:8])[CH:10]=4)[O:23][N:22]=3)[C:25]=2[CH3:34])[CH2:30]1)[CH3:47]. The catalyst class is: 39. (3) Reactant: [Cl:1][C:2]1[CH:3]=[C:4]2[C:10]([C:11]3[N:16]=[C:15]([C:17]([O:19]C)=[O:18])[CH:14]=[N:13][CH:12]=3)=[CH:9][N:8](S(C3C=CC(C)=CC=3)(=O)=O)[C:5]2=[N:6][CH:7]=1.[OH-].[Na+]. Product: [Cl:1][C:2]1[CH:3]=[C:4]2[C:10]([C:11]3[N:16]=[C:15]([C:17]([OH:19])=[O:18])[CH:14]=[N:13][CH:12]=3)=[CH:9][NH:8][C:5]2=[N:6][CH:7]=1. The catalyst class is: 5.